From a dataset of Reaction yield outcomes from USPTO patents with 853,638 reactions. Predict the reaction yield, written as a fraction of the theoretical maximum amount of product (1.0 means a 100% yield; for example, 0.34 means a 34% yield). The reactants are CN(C(ON1N=NC2C=CC=NC1=2)=[N+](C)C)C.F[P-](F)(F)(F)(F)F.[F:25][C:26]1[CH:27]=[C:28]([NH:37][C:38]([C@@H:40]2[NH:49][CH2:48][CH2:47][C:46]3[N:45]=[C:44]([O:50][CH3:51])[CH:43]=[CH:42][C:41]2=3)=[O:39])[CH:29]=[C:30]2[C:34]=1[C:33]([CH3:36])([CH3:35])[CH2:32][CH2:31]2.CCN(C(C)C)C(C)C.[CH2:61]([O:68][C:69]([C@@H:71]1[CH2:74][C@H:73]([C:75](O)=[O:76])[CH2:72]1)=[O:70])[C:62]1[CH:67]=[CH:66][CH:65]=[CH:64][CH:63]=1. The catalyst is CN(C=O)C.O. The product is [F:25][C:26]1[CH:27]=[C:28]([NH:37][C:38]([C@@H:40]2[N:49]([C:75]([C@@H:73]3[CH2:74][C@H:71]([C:69]([O:68][CH2:61][C:62]4[CH:63]=[CH:64][CH:65]=[CH:66][CH:67]=4)=[O:70])[CH2:72]3)=[O:76])[CH2:48][CH2:47][C:46]3[N:45]=[C:44]([O:50][CH3:51])[CH:43]=[CH:42][C:41]2=3)=[O:39])[CH:29]=[C:30]2[C:34]=1[C:33]([CH3:35])([CH3:36])[CH2:32][CH2:31]2. The yield is 0.434.